From a dataset of Catalyst prediction with 721,799 reactions and 888 catalyst types from USPTO. Predict which catalyst facilitates the given reaction. (1) Reactant: [S:1]([N:11]1[C:19]2[CH:18]=[CH:17][N:16]=[C:15]([CH2:20][NH2:21])[C:14]=2[CH:13]=[N:12]1)([C:4]1[CH:10]=[CH:9][C:7]([CH3:8])=[CH:6][CH:5]=1)(=[O:3])=[O:2].Cl[C:23]1[N:28]=[C:27]([NH:29][C:30]2[CH:34]=[C:33]([CH:35]3[CH2:37][CH2:36]3)[NH:32][N:31]=2)[CH:26]=[CH:25][N:24]=1.CCN(C(C)C)C(C)C. Product: [CH:35]1([C:33]2[NH:32][N:31]=[C:30]([NH:29][C:27]3[CH:26]=[CH:25][N:24]=[C:23]([NH:21][CH2:20][C:15]4[C:14]5[CH:13]=[N:12][N:11]([S:1]([C:4]6[CH:5]=[CH:6][C:7]([CH3:8])=[CH:9][CH:10]=6)(=[O:3])=[O:2])[C:19]=5[CH:18]=[CH:17][N:16]=4)[N:28]=3)[CH:34]=2)[CH2:37][CH2:36]1. The catalyst class is: 41. (2) The catalyst class is: 3. Product: [Br:1][C:2]1[CH:3]=[C:4]([F:11])[C:5]([C:6]([OH:12])=[O:7])=[C:8]([F:10])[CH:9]=1. Reactant: [Br:1][C:2]1[CH:9]=[C:8]([F:10])[C:5]([CH:6]=[O:7])=[C:4]([F:11])[CH:3]=1.[OH:12]OS([O-])=O.[K+]. (3) Reactant: C1N=CN(C(N2C=NC=C2)=O)C=1.[CH3:13][N:14]1[C:20]2[CH:21]=[CH:22][CH:23]=[CH:24][C:19]=2[C:18](=[O:25])[N:17]([CH2:26][C@H:27]2[CH2:32][CH2:31][C@H:30]([C:33](O)=[O:34])[CH2:29][CH2:28]2)[CH2:16][C:15]1=[O:36].[N:37]1[CH:42]=[CH:41][CH:40]=[CH:39][C:38]=1[N:43]1[CH2:48][CH2:47][NH:46][CH2:45][CH2:44]1. Product: [CH3:13][N:14]1[C:20]2[CH:21]=[CH:22][CH:23]=[CH:24][C:19]=2[C:18](=[O:25])[N:17]([CH2:26][C@H:27]2[CH2:28][CH2:29][C@H:30]([C:33]([N:46]3[CH2:47][CH2:48][N:43]([C:38]4[CH:39]=[CH:40][CH:41]=[CH:42][N:37]=4)[CH2:44][CH2:45]3)=[O:34])[CH2:31][CH2:32]2)[CH2:16][C:15]1=[O:36]. The catalyst class is: 2. (4) Reactant: [OH:1][C:2]([C:4]([F:7])([F:6])[F:5])=[O:3].[F:8][C:9]1[CH:10]=[C:11]([CH:14]=[CH:15][C:16]=1[O:17][CH:18]1[CH2:23][CH2:22][N:21]([C:24]2[N:29]=[C:28]3[CH2:30][NH:31][CH2:32][CH2:33][C:27]3=[N:26][C:25]=2[NH:34][CH:35]([CH3:37])[CH3:36])[CH2:20][CH2:19]1)[C:12]#[N:13].C(N(CC)CC)C.[CH:45]1([C:48](Cl)=[O:49])[CH2:47][CH2:46]1. Product: [CH:45]1([C:48]([N:31]2[CH2:32][CH2:33][C:27]3[C:28](=[N:29][C:24]([N:21]4[CH2:20][CH2:19][CH:18]([O:17][C:16]5[CH:15]=[CH:14][C:11]([C:12]#[N:13])=[CH:10][C:9]=5[F:8])[CH2:23][CH2:22]4)=[C:25]([NH:34][CH:35]([CH3:37])[CH3:36])[N:26]=3)[CH2:30]2)=[O:49])[CH2:47][CH2:46]1.[C:2]([OH:3])([C:4]([F:7])([F:6])[F:5])=[O:1]. The catalyst class is: 2.